This data is from Peptide-MHC class I binding affinity with 185,985 pairs from IEDB/IMGT. The task is: Regression. Given a peptide amino acid sequence and an MHC pseudo amino acid sequence, predict their binding affinity value. This is MHC class I binding data. (1) The peptide sequence is SRQRQAIPY. The MHC is HLA-B39:01 with pseudo-sequence HLA-B39:01. The binding affinity (normalized) is 0.0847. (2) The MHC is HLA-A30:01 with pseudo-sequence HLA-A30:01. The peptide sequence is KLLQICMWF. The binding affinity (normalized) is 0.0847. (3) The peptide sequence is MPDCGMSVLA. The MHC is HLA-B53:01 with pseudo-sequence HLA-B53:01. The binding affinity (normalized) is 0.437.